From a dataset of Forward reaction prediction with 1.9M reactions from USPTO patents (1976-2016). Predict the product of the given reaction. (1) Given the reactants [CH:1]1([C:4]([NH:6][C:7]2[N:8]=[C:9]3[CH:14]=[CH:13][C:12]([O:15][C:16]4[CH:21]=[CH:20][C:19]([NH:22][C:23]([C:25]5[C:26](=[O:38])[N:27]([C:32]6[CH:37]=[CH:36][CH:35]=[CH:34][CH:33]=6)[C:28]([CH3:31])=[CH:29][CH:30]=5)=[O:24])=[CH:18][C:17]=4[F:39])=[CH:11][N:10]3[CH:40]=2)=[O:5])[CH2:3][CH2:2]1.O.[C:42]1([CH3:52])[CH:47]=[CH:46][C:45]([S:48]([OH:51])(=[O:50])=[O:49])=[CH:44][CH:43]=1, predict the reaction product. The product is: [C:42]1([CH3:52])[CH:43]=[CH:44][C:45]([S:48]([OH:51])(=[O:49])=[O:50])=[CH:46][CH:47]=1.[CH:1]1([C:4]([NH:6][C:7]2[N:8]=[C:9]3[CH:14]=[CH:13][C:12]([O:15][C:16]4[CH:21]=[CH:20][C:19]([NH:22][C:23]([C:25]5[C:26](=[O:38])[N:27]([C:32]6[CH:33]=[CH:34][CH:35]=[CH:36][CH:37]=6)[C:28]([CH3:31])=[CH:29][CH:30]=5)=[O:24])=[CH:18][C:17]=4[F:39])=[CH:11][N:10]3[CH:40]=2)=[O:5])[CH2:3][CH2:2]1. (2) Given the reactants N[C@H]([C:8]([OH:10])=[O:9])CCC(=O)N.CC1(C)[S:16][C@@H:15]2[C@H:17](NC(CC3C=CC=CC=3)=O)[C:18](=O)N2[C@H]1C([O-])=O.[K+].C[C@@H]1O[C@@H](O[C@H:42]2[C@H:47](O)[C@@H:46](O)[C@H:45](NC(N)=N)[C@@H:44](O)[C@@H:43]2[NH:55][C:56]([NH2:58])=[NH:57])[C@H](O[C@@H]2O[C@@H](CO)[C@H](O)[C@@H](O)[C@@H]2NC)[C@@]1(O)C=O.[CH2:75](N(CC(O)=O)CC(O)=O)CN(CC(O)=O)CC(O)=O.O=O, predict the reaction product. The product is: [CH3:18][CH2:17][CH2:15][S:16][C:47]1[CH:46]=[CH:45][C:44]2[N:58]=[C:56]([NH:57][C:8]([O:10][CH3:75])=[O:9])[NH:55][C:43]=2[CH:42]=1. (3) Given the reactants [CH3:1][O:2][C:3]1[C:4]([N+:9]([O-])=O)=[N:5][CH:6]=[CH:7][CH:8]=1.Cl, predict the reaction product. The product is: [CH3:1][O:2][C:3]1[C:4]([NH2:9])=[N:5][CH:6]=[CH:7][CH:8]=1. (4) Given the reactants [NH2:1][CH2:2][CH2:3][C:4]1[CH:35]=[CH:34][C:7]([O:8][CH2:9][CH2:10][C:11]2[CH:16]=[CH:15][C:14]([OH:17])=[C:13]([C@@H:18]([C:28]3[CH:33]=[CH:32][CH:31]=[CH:30][CH:29]=3)[CH2:19][CH2:20][N:21]([CH:25]([CH3:27])[CH3:26])[CH:22]([CH3:24])[CH3:23])[CH:12]=2)=[CH:6][CH:5]=1.[F:36][C:37]1[CH:38]=[C:39]([CH:43]=[CH:44][C:45]=1[OH:46])[C:40](O)=[O:41], predict the reaction product. The product is: [CH:22]([N:21]([CH:25]([CH3:26])[CH3:27])[CH2:20][CH2:19][C@@H:18]([C:13]1[CH:12]=[C:11]([CH2:10][CH2:9][O:8][C:7]2[CH:6]=[CH:5][C:4]([CH2:3][CH2:2][NH:1][C:40](=[O:41])[C:39]3[CH:43]=[CH:44][C:45]([OH:46])=[C:37]([F:36])[CH:38]=3)=[CH:35][CH:34]=2)[CH:16]=[CH:15][C:14]=1[OH:17])[C:28]1[CH:29]=[CH:30][CH:31]=[CH:32][CH:33]=1)([CH3:24])[CH3:23]. (5) Given the reactants [C:1]([O:5][C:6]([N:8]([CH2:10][C:11]1[CH:12]=[C:13](C2C=CC=C(COC3C=CC=CC=3CC(OC)=O)C=2)[CH:14]=[CH:15][CH:16]=1)C)=[O:7])([CH3:4])([CH3:3])[CH3:2].Br[C:37]1[CH:38]=[C:39]([CH:56]=[CH:57][C:58]=1[C:59]#[N:60])[CH2:40][O:41][C:42]1[CH:47]=[CH:46][CH:45]=[CH:44][C:43]=1[CH2:48][C:49]([O:51][C:52]([CH3:55])([CH3:54])[CH3:53])=[O:50], predict the reaction product. The product is: [C:1]([O:5][C:6]([NH:8][CH2:10][C:11]1[CH:16]=[C:15]([C:37]2[C:58]([C:59]#[N:60])=[CH:57][CH:56]=[C:39]([CH2:40][O:41][C:42]3[CH:47]=[CH:46][CH:45]=[CH:44][C:43]=3[CH2:48][C:49]([O:51][C:52]([CH3:55])([CH3:54])[CH3:53])=[O:50])[CH:38]=2)[CH:14]=[CH:13][CH:12]=1)=[O:7])([CH3:4])([CH3:2])[CH3:3]. (6) Given the reactants C[CH:2]([N:12]1[C:20](=[O:21])[C:19]2[C:14](=[CH:15][CH:16]=[CH:17][CH:18]=2)[C:13]1=[O:22])[C:3]1[CH:8]=[CH:7][CH:6]=[C:5]([N+:9]([O-])=O)[CH:4]=1.[C:23](OCC)(=O)C, predict the reaction product. The product is: [NH2:9][C:5]1[CH:4]=[C:3]([CH:8]=[CH:7][C:6]=1[CH3:23])[CH2:2][N:12]1[C:13](=[O:22])[C:14]2[C:19](=[CH:18][CH:17]=[CH:16][CH:15]=2)[C:20]1=[O:21]. (7) Given the reactants [CH3:1][O:2][C:3](=[O:18])[C:4]1[CH:9]=[CH:8][CH:7]=[C:6]([C:10]2[N:11]=[C:12]([CH3:17])[S:13][C:14]=2[CH2:15]Br)[CH:5]=1.CC([O-])=[O:21].[K+].CO, predict the reaction product. The product is: [CH3:1][O:2][C:3](=[O:18])[C:4]1[CH:9]=[CH:8][CH:7]=[C:6]([C:10]2[N:11]=[C:12]([CH3:17])[S:13][C:14]=2[CH2:15][OH:21])[CH:5]=1.